Predict the reactants needed to synthesize the given product. From a dataset of Full USPTO retrosynthesis dataset with 1.9M reactions from patents (1976-2016). (1) The reactants are: C(O[C:4]([C:6]1[C:7]2[S:14][CH:13]=[C:12]([CH2:15][O:16][C:17]3[CH:22]=[CH:21][CH:20]=[C:19]([NH:23][C:24](=[O:33])[C:25]4[CH:30]=[CH:29][CH:28]=[C:27]([O:31][CH3:32])[CH:26]=4)[CH:18]=3)[C:8]=2[CH:9]=[N:10][CH:11]=1)=[O:5])C.[CH2:34]([CH2:36][NH2:37])[OH:35]. Given the product [OH:35][CH2:34][CH2:36][NH:37][C:4]([C:6]1[C:7]2[S:14][CH:13]=[C:12]([CH2:15][O:16][C:17]3[CH:22]=[CH:21][CH:20]=[C:19]([NH:23][C:24](=[O:33])[C:25]4[CH:30]=[CH:29][CH:28]=[C:27]([O:31][CH3:32])[CH:26]=4)[CH:18]=3)[C:8]=2[CH:9]=[N:10][CH:11]=1)=[O:5], predict the reactants needed to synthesize it. (2) Given the product [CH3:27][O:26][C:20]1[CH:19]=[C:18]([NH:17][C:10]2[C:11]3[N:16]=[CH:15][S:14][C:12]=3[N:13]=[C:8]([N:5]3[CH2:6][CH2:7][CH:3]([NH:2][C:38]([C:36]4[CH:35]=[CH:34][C:32]5[NH:33][C:29](=[O:28])[NH:30][C:31]=5[CH:37]=4)=[O:39])[CH2:4]3)[N:9]=2)[CH:23]=[CH:22][C:21]=1[O:24][CH3:25], predict the reactants needed to synthesize it. The reactants are: Cl.[NH2:2][CH:3]1[CH2:7][CH2:6][N:5]([C:8]2[N:9]=[C:10]([NH:17][C:18]3[CH:23]=[CH:22][C:21]([O:24][CH3:25])=[C:20]([O:26][CH3:27])[CH:19]=3)[C:11]3[N:16]=[CH:15][S:14][C:12]=3[N:13]=2)[CH2:4]1.[O:28]=[C:29]1[NH:33][C:32]2[CH:34]=[CH:35][C:36]([C:38](O)=[O:39])=[CH:37][C:31]=2[NH:30]1.CCN=C=NCCCN(C)C.CN1C=CN=C1. (3) Given the product [CH3:14][C:2]([NH2:15])([CH3:1])[CH2:3][C:4]1[CH:13]=[CH:12][C:11]2[C:6](=[CH:7][CH:8]=[CH:9][CH:10]=2)[CH:5]=1, predict the reactants needed to synthesize it. The reactants are: [CH3:1][C:2]([N+:15]([O-])=O)([CH3:14])[CH2:3][C:4]1[CH:13]=[CH:12][C:11]2[C:6](=[CH:7][CH:8]=[CH:9][CH:10]=2)[CH:5]=1. (4) Given the product [CH:17]1([C:20]([C:22]2[CH:27]=[C:26]([O:28][CH3:29])[N:25]=[CH:24][N:23]=2)=[CH:11][C:12]([O:14][CH2:15][CH3:16])=[O:13])[CH2:18][CH2:19]1, predict the reactants needed to synthesize it. The reactants are: [H-].[Na+].C(OP([CH2:11][C:12]([O:14][CH2:15][CH3:16])=[O:13])(OCC)=O)C.[CH:17]1([C:20]([C:22]2[CH:27]=[C:26]([O:28][CH3:29])[N:25]=[CH:24][N:23]=2)=O)[CH2:19][CH2:18]1.O. (5) Given the product [ClH:1].[ClH:1].[NH2:23][C:20]1[CH:21]=[CH:22][C:15]2[S:14][C:13]([C:11]([NH:10][C@@H:4]3[CH:5]4[CH2:6][CH2:7][N:2]([CH2:9][CH2:8]4)[CH2:3]3)=[O:12])=[C:17]([CH3:18])[C:16]=2[CH:19]=1, predict the reactants needed to synthesize it. The reactants are: [ClH:1].[N:2]12[CH2:9][CH2:8][CH:5]([CH2:6][CH2:7]1)[C@@H:4]([NH:10][C:11]([C:13]1[S:14][C:15]3[CH:22]=[CH:21][C:20]([N+:23]([O-])=O)=[CH:19][C:16]=3[C:17]=1[CH3:18])=[O:12])[CH2:3]2. (6) Given the product [OH:9][C:7]1[C:19]([C:20]([O:22][CH2:23][CH3:24])=[O:21])=[C:18]([C:17]([O:26][CH2:27][CH3:28])=[O:25])[C:12]([OH:14])=[C:2]2[C:3]=1[CH:4]=[CH:5][CH:6]=[N:1]2, predict the reactants needed to synthesize it. The reactants are: [N:1]1[CH:6]=[CH:5][CH:4]=[C:3]([C:7]([O:9]CC)=O)[C:2]=1[C:12]([O:14]CC)=O.[C:17]([O:26][CH2:27][CH3:28])(=[O:25])[CH2:18][CH2:19][C:20]([O:22][CH2:23][CH3:24])=[O:21].CC[O-].[Na+].CCO.[NH4+].[Cl-]. (7) Given the product [Cl:1][C:2]1[CH:3]=[C:4]([F:42])[C:5]2[N:11]3[CH:12]=[CH:13][CH:14]=[C:10]3[C@@H:9]([CH2:15][CH2:16][C:17]([N:19]3[CH2:20][CH2:21][CH:22]([CH2:25][C:26]([OH:28])=[O:27])[CH2:23][CH2:24]3)=[O:18])[O:8][C@H:7]([C:31]3[CH:36]=[CH:35][CH:34]=[C:33]([O:37][CH3:38])[C:32]=3[O:39][CH3:40])[C:6]=2[CH:41]=1, predict the reactants needed to synthesize it. The reactants are: [Cl:1][C:2]1[CH:3]=[C:4]([F:42])[C:5]2[N:11]3[CH:12]=[CH:13][CH:14]=[C:10]3[C@@H:9]([CH2:15][CH2:16][C:17]([N:19]3[CH2:24][CH2:23][CH:22]([CH2:25][C:26]([O:28]CC)=[O:27])[CH2:21][CH2:20]3)=[O:18])[O:8][C@H:7]([C:31]3[CH:36]=[CH:35][CH:34]=[C:33]([O:37][CH3:38])[C:32]=3[O:39][CH3:40])[C:6]=2[CH:41]=1.C(=O)([O-])[O-].[K+].[K+]. (8) Given the product [CH3:1][O:2][C@@:3]([CH3:11])([CH2:8][CH2:9][CH3:10])[CH:4]=[O:5], predict the reactants needed to synthesize it. The reactants are: [CH3:1][O:2][C:3]([CH3:11])([CH2:8][CH2:9][CH3:10])[C:4](OC)=[O:5].C(N(CC)CC)C.N1C=CC=CC=1.S(=O)(=O)=O.OP(O)(O)=O. (9) Given the product [Br:1][C:2]1[CH:3]=[C:4]2[C:5]([C:12]([CH3:13])([CH3:14])[CH2:11][C:10](=[O:15])[NH:9]2)=[CH:6][C:7]=1[CH3:8], predict the reactants needed to synthesize it. The reactants are: [Br:1][C:2]1[CH:3]=[C:4]([NH:9][C:10](=[O:15])[CH:11]=[C:12]([CH3:14])[CH3:13])[CH:5]=[CH:6][C:7]=1[CH3:8].[Cl-].[Al+3].[Cl-].[Cl-]. (10) Given the product [CH:46]([NH:49][C:27]1[N:28]=[C:29]([C:20]2[N:16]3[CH:17]=[CH:18][N:19]=[C:14]([NH:7][CH2:8][CH2:9][S:10]([CH3:13])(=[O:11])=[O:12])[C:15]3=[N:22][CH:21]=2)[CH:30]=[CH:31][N:32]=1)([CH3:48])[CH3:47], predict the reactants needed to synthesize it. The reactants are: C(OC(=O)[N:7]([C:14]1[C:15]2[N:16]([C:20](Br)=[CH:21][N:22]=2)[CH:17]=[CH:18][N:19]=1)[CH2:8][CH2:9][S:10]([CH3:13])(=[O:12])=[O:11])(C)(C)C.CS[C:27]1[N:32]=[C:31]([Sn](CCCC)(CCCC)CCCC)[CH:30]=[CH:29][N:28]=1.[CH:46]([NH2:49])([CH3:48])[CH3:47].